Dataset: Forward reaction prediction with 1.9M reactions from USPTO patents (1976-2016). Task: Predict the product of the given reaction. (1) Given the reactants C([O:8][N:9]1[C:18]2[C:13](=[CH:14][CH:15]=[CH:16][N:17]=2)[C:12]([CH2:19][C:20]2[CH:21]=[C:22]([C:26]3[CH:31]=[CH:30][CH:29]=[C:28]([CH2:32][NH:33]C(=O)OC(C)(C)C)[CH:27]=3)[CH:23]=[CH:24][CH:25]=2)=[CH:11][C:10]1=[O:41])C1C=CC=CC=1, predict the reaction product. The product is: [NH2:33][CH2:32][C:28]1[CH:27]=[C:26]([C:22]2[CH:23]=[CH:24][CH:25]=[C:20]([CH2:19][C:12]3[C:13]4[C:18](=[N:17][CH:16]=[CH:15][CH:14]=4)[N:9]([OH:8])[C:10](=[O:41])[CH:11]=3)[CH:21]=2)[CH:31]=[CH:30][CH:29]=1. (2) The product is: [CH:20]1[C:19]2[C:24]3[C:11]([C:12]4[C:17]([C:18]=2[CH:23]=[CH:22][CH:21]=1)=[CH:16][CH:15]=[CH:14][CH:13]=4)=[CH:14][CH:13]=[C:12]1[C:11]=3[CH:24]=[CH:23][CH:18]=[CH:17]1. Given the reactants COC=CC1C=CC=CC=1[C:11]1[C:12]2[C:17]([C:18]3[CH:19]=[CH:20][CH:21]=[CH:22][C:23]=3[CH:24]=1)=[CH:16][CH:15]=[CH:14][CH:13]=2.C(=O)([O-])[O-].[K+].[K+], predict the reaction product. (3) Given the reactants C1(C(C2C=CC=CC=2)(C2C=CC=CC=2)[N:8]2[CH2:13][CH2:12][CH:11]3[S:14][C:15](=[O:17])[CH:16]=[C:10]3[CH2:9]2)C=CC=CC=1.[ClH:30], predict the reaction product. The product is: [ClH:30].[O:17]=[C:15]1[S:14][CH:11]2[C:10]([CH2:9][NH:8][CH2:13][CH2:12]2)=[CH:16]1.